From a dataset of Forward reaction prediction with 1.9M reactions from USPTO patents (1976-2016). Predict the product of the given reaction. (1) Given the reactants [CH2:1]([O:8][C:9]([NH:11][C:12]1([C:25]([OH:27])=O)[CH2:17][CH2:16][N:15]([C:18]([O:20][C:21]([CH3:24])([CH3:23])[CH3:22])=[O:19])[CH2:14][CH2:13]1)=[O:10])[C:2]1[CH:7]=[CH:6][CH:5]=[CH:4][CH:3]=1.Cl.C[N:30](C)CCCN=C=NCC.O.ON1C2C=CC=CC=2N=N1.C(N(CC)CC)C.N.C(=O)(O)[O-].[Na+], predict the reaction product. The product is: [NH2:30][C:25]([C:12]1([NH:11][C:9]([O:8][CH2:1][C:2]2[CH:3]=[CH:4][CH:5]=[CH:6][CH:7]=2)=[O:10])[CH2:17][CH2:16][N:15]([C:18]([O:20][C:21]([CH3:24])([CH3:23])[CH3:22])=[O:19])[CH2:14][CH2:13]1)=[O:27]. (2) Given the reactants Cl[C:2]1[C:11]2[C:6](=[C:7]([N+:12]([O-])=O)[CH:8]=[CH:9][CH:10]=2)[N:5]=[C:4]([C:15]([O:17][CH3:18])=[O:16])[CH:3]=1, predict the reaction product. The product is: [NH2:12][C:7]1[CH:8]=[CH:9][CH:10]=[C:11]2[C:6]=1[NH:5][CH:4]([C:15]([O:17][CH3:18])=[O:16])[CH2:3][CH2:2]2.